This data is from Peptide-MHC class II binding affinity with 134,281 pairs from IEDB. The task is: Regression. Given a peptide amino acid sequence and an MHC pseudo amino acid sequence, predict their binding affinity value. This is MHC class II binding data. (1) The peptide sequence is STTENVVNLSNYEDA. The binding affinity (normalized) is 0.0900. The MHC is DRB5_0101 with pseudo-sequence DRB5_0101. (2) The peptide sequence is PTPLAKEDFLRCLVK. The MHC is DRB3_0101 with pseudo-sequence DRB3_0101. The binding affinity (normalized) is 0.315. (3) The peptide sequence is EKKYFAAYQFEPLAA. The MHC is HLA-DQA10401-DQB10402 with pseudo-sequence HLA-DQA10401-DQB10402. The binding affinity (normalized) is 0.423. (4) The peptide sequence is YDKFLANVSTVLTGC. The MHC is DRB1_1302 with pseudo-sequence DRB1_1302. The binding affinity (normalized) is 0.757. (5) The peptide sequence is RADEINAIFEENEVD. The MHC is HLA-DQA10102-DQB10501 with pseudo-sequence HLA-DQA10102-DQB10501. The binding affinity (normalized) is 0.391.